The task is: Predict the reactants needed to synthesize the given product.. This data is from Full USPTO retrosynthesis dataset with 1.9M reactions from patents (1976-2016). (1) Given the product [CH3:9][N:10]1[CH:14]=[C:13]([C:2]2[CH:3]=[C:4]([CH:7]=[O:8])[O:5][CH:6]=2)[CH:12]=[N:11]1, predict the reactants needed to synthesize it. The reactants are: Br[C:2]1[CH:3]=[C:4]([CH:7]=[O:8])[O:5][CH:6]=1.[CH3:9][N:10]1[CH:14]=[C:13](B2OC(C)(C)C(C)(C)O2)[CH:12]=[N:11]1.C(=O)([O-])[O-].[Na+].[Na+]. (2) Given the product [CH2:1]([O:3][CH:4]([O:10][CH2:11][CH3:12])[C:5]([NH2:13])=[O:6])[CH3:2], predict the reactants needed to synthesize it. The reactants are: [CH2:1]([O:3][CH:4]([O:10][CH2:11][CH3:12])[C:5](OCC)=[O:6])[CH3:2].[NH4+:13].[OH-]. (3) Given the product [N:13]1[CH:18]=[CH:17][CH:16]=[C:15](/[C:19](=[CH:11]/[C:4]2[C:5]3[C:10](=[CH:9][CH:8]=[CH:7][CH:6]=3)[N:1]=[CH:2][CH:3]=2)/[C:20]#[N:21])[CH:14]=1, predict the reactants needed to synthesize it. The reactants are: [N:1]1[C:10]2[C:5](=[CH:6][CH:7]=[CH:8][CH:9]=2)[C:4]([CH:11]=O)=[CH:3][CH:2]=1.[N:13]1[CH:18]=[CH:17][CH:16]=[C:15]([CH2:19][C:20]#[N:21])[CH:14]=1.